The task is: Predict the reaction yield, written as a fraction of the theoretical maximum amount of product (1.0 means a 100% yield; for example, 0.34 means a 34% yield).. This data is from Buchwald-Hartwig C-N cross coupling reaction yields with 55,370 reactions. (1) The reactants are CCc1ccc(Cl)cc1.Cc1ccc(N)cc1.O=S(=O)(O[Pd]1c2ccccc2-c2ccccc2N~1)C(F)(F)F.COc1ccc(OC)c(P([C@]23C[C@H]4C[C@H](C[C@H](C4)C2)C3)[C@]23C[C@H]4C[C@H](C[C@H](C4)C2)C3)c1-c1c(C(C)C)cc(C(C)C)cc1C(C)C.CN1CCCN2CCCN=C12.c1ccc2nocc2c1. No catalyst specified. The product is CCc1ccc(Nc2ccc(C)cc2)cc1. The yield is 0. (2) The reactants are CCc1ccc(Br)cc1.Cc1ccc(N)cc1.O=S(=O)(O[Pd]1c2ccccc2-c2ccccc2N~1)C(F)(F)F.COc1ccc(OC)c(P([C@]23C[C@H]4C[C@H](C[C@H](C4)C2)C3)[C@]23C[C@H]4C[C@H](C[C@H](C4)C2)C3)c1-c1c(C(C)C)cc(C(C)C)cc1C(C)C.CN(C)C(=NC(C)(C)C)N(C)C.CCOC(=O)c1cc(C)on1. No catalyst specified. The product is CCc1ccc(Nc2ccc(C)cc2)cc1. The yield is 0.651. (3) The reactants are FC(F)(F)c1ccc(Cl)cc1.Cc1ccc(N)cc1.O=S(=O)(O[Pd]1c2ccccc2-c2ccccc2N~1)C(F)(F)F.CC(C)c1cc(C(C)C)c(-c2ccccc2P(C(C)(C)C)C(C)(C)C)c(C(C)C)c1.CCN=P(N=P(N(C)C)(N(C)C)N(C)C)(N(C)C)N(C)C.COC(=O)c1cc(-c2cccs2)on1. No catalyst specified. The product is Cc1ccc(Nc2ccc(C(F)(F)F)cc2)cc1. The yield is 0.158. (4) The reactants are FC(F)(F)c1ccc(Br)cc1.Cc1ccc(N)cc1.O=S(=O)(O[Pd]1c2ccccc2-c2ccccc2N~1)C(F)(F)F.CC(C)c1cc(C(C)C)c(-c2ccccc2P(C(C)(C)C)C(C)(C)C)c(C(C)C)c1.CN1CCCN2CCCN=C12.CCOC(=O)c1cc(C)no1. No catalyst specified. The product is Cc1ccc(Nc2ccc(C(F)(F)F)cc2)cc1. The yield is 0.536. (5) The reactants are FC(F)(F)c1ccc(Br)cc1.Cc1ccc(N)cc1.O=S(=O)(O[Pd]1c2ccccc2-c2ccccc2N~1)C(F)(F)F.COc1ccc(OC)c(P([C@]23C[C@H]4C[C@H](C[C@H](C4)C2)C3)[C@]23C[C@H]4C[C@H](C[C@H](C4)C2)C3)c1-c1c(C(C)C)cc(C(C)C)cc1C(C)C.CN1CCCN2CCCN=C12.Fc1cccc(F)c1-c1ccno1. No catalyst specified. The product is Cc1ccc(Nc2ccc(C(F)(F)F)cc2)cc1. The yield is 0.303. (6) The reactants are Ic1ccccn1.Cc1ccc(N)cc1.O=S(=O)(O[Pd]1c2ccccc2-c2ccccc2N~1)C(F)(F)F.CC(C)c1cc(C(C)C)c(-c2ccccc2P(C2CCCCC2)C2CCCCC2)c(C(C)C)c1.CN1CCCN2CCCN=C12.Cc1ccno1. No catalyst specified. The product is Cc1ccc(Nc2ccccn2)cc1. The yield is 0.550. (7) The reactants are COc1ccc(Cl)cc1.Cc1ccc(N)cc1.O=S(=O)(O[Pd]1c2ccccc2-c2ccccc2N~1)C(F)(F)F.COc1ccc(OC)c(P(C(C)(C)C)C(C)(C)C)c1-c1c(C(C)C)cc(C(C)C)cc1C(C)C.CN1CCCN2CCCN=C12.c1ccc(-c2cnoc2)cc1. No catalyst specified. The product is COc1ccc(Nc2ccc(C)cc2)cc1. The yield is 0.0158.